Dataset: Catalyst prediction with 721,799 reactions and 888 catalyst types from USPTO. Task: Predict which catalyst facilitates the given reaction. Reactant: [CH2:1]([O:3][C:4](=[O:21])[CH2:5][C@@H:6]([N:10]1[C:14]2=[N:15][C:16]([CH3:19])=[CH:17][CH:18]=[C:13]2[NH:12][C:11]1=[O:20])[CH2:7][CH2:8][CH3:9])[CH3:2].C([O-])([O-])=O.[K+].[K+].[I-].[CH3:29][N:30]1[C:38]2[C:33](=[C:34]([CH3:39])[CH:35]=[CH:36][CH:37]=2)[C:32]([CH2:40][N+](C)(C)C)=[CH:31]1. Product: [CH2:1]([O:3][C:4](=[O:21])[CH2:5][C@@H:6]([N:10]1[C:14]2=[N:15][C:16]([CH3:19])=[CH:17][CH:18]=[C:13]2[N:12]([CH2:40][C:32]2[C:33]3[C:38](=[CH:37][CH:36]=[CH:35][C:34]=3[CH3:39])[N:30]([CH3:29])[CH:31]=2)[C:11]1=[O:20])[CH2:7][CH2:8][CH3:9])[CH3:2]. The catalyst class is: 39.